Dataset: Catalyst prediction with 721,799 reactions and 888 catalyst types from USPTO. Task: Predict which catalyst facilitates the given reaction. (1) Reactant: [OH:1][CH:2]([C:5]1[N:10]=[CH:9][C:8]([C:11]2[CH:18]=[CH:17][CH:16]=[CH:15][C:12]=2[C:13]#[N:14])=[CH:7][CH:6]=1)[CH2:3][CH3:4].C(N(CC)CC)C.[CH3:26][S:27](Cl)(=[O:29])=[O:28]. Product: [CH3:26][S:27]([O:1][CH:2]([C:5]1[CH:6]=[CH:7][C:8]([C:11]2[CH:18]=[CH:17][CH:16]=[CH:15][C:12]=2[C:13]#[N:14])=[CH:9][N:10]=1)[CH2:3][CH3:4])(=[O:29])=[O:28]. The catalyst class is: 1. (2) Reactant: C1C2C(COC(=O)[NH:17][CH:18]3[CH2:23][CH2:22][N:21]([CH2:24][C:25]4[C:26]([C:46]5[CH:51]=[CH:50][CH:49]=[CH:48][CH:47]=5)=[N:27][C:28]5[C:33]([C:34]=4[C:35](=[O:45])[NH:36][C@H:37]([CH:39]4[CH2:44][CH2:43][CH2:42][CH2:41][CH2:40]4)[CH3:38])=[CH:32][CH:31]=[CH:30][CH:29]=5)[CH2:20][CH2:19]3)C3C(=CC=CC=3)C=2C=CC=1.CN(C=O)C.N1CCCCC1. Product: [CH:39]1([C@@H:37]([NH:36][C:35]([C:34]2[C:33]3[C:28](=[CH:29][CH:30]=[CH:31][CH:32]=3)[N:27]=[C:26]([C:46]3[CH:47]=[CH:48][CH:49]=[CH:50][CH:51]=3)[C:25]=2[CH2:24][N:21]2[CH2:22][CH2:23][CH:18]([NH2:17])[CH2:19][CH2:20]2)=[O:45])[CH3:38])[CH2:44][CH2:43][CH2:42][CH2:41][CH2:40]1. The catalyst class is: 2. (3) Reactant: [CH2:1]([NH:5][C:6](=[O:17])[C@@H:7]([NH:9][C:10](=[O:16])[O:11][C:12]([CH3:15])([CH3:14])[CH3:13])[CH3:8])[CH2:2][CH:3]=[CH2:4].[CH2:18]([NH:22][C:23](=[O:36])[C@@H:24]([NH:28][C:29](=[O:35])[O:30][C:31]([CH3:34])([CH3:33])[CH3:32])[CH:25]([CH3:27])[CH3:26])[CH2:19]C=C.C(OCC)=C. Product: [C:12]([O:11][C:10](=[O:16])[NH:9][C@@H:7]([CH3:8])[C:6](=[O:17])[NH:5][CH2:1][CH2:2][CH:3]=[CH:4][CH2:19][CH2:18][NH:22][C:23](=[O:36])[C@H:24]([CH:25]([CH3:27])[CH3:26])[NH:28][C:29](=[O:35])[O:30][C:31]([CH3:32])([CH3:33])[CH3:34])([CH3:15])([CH3:14])[CH3:13]. The catalyst class is: 1. (4) Reactant: Br[C:2]1[CH:7]=[CH:6][N:5]2[C:8]([C:11]([NH:13][C:14]3[CH:15]=[C:16]([C:21]4[N:25]=[C:24]([CH:26]5[CH2:29][N:28]([C:30]([O:32][CH3:33])=[O:31])[CH2:27]5)[O:23][N:22]=4)[CH:17]=[CH:18][C:19]=3[CH3:20])=[O:12])=[CH:9][N:10]=[C:4]2[CH:3]=1.[CH3:34][N:35]1[CH:39]=[CH:38][C:37](B2OC(C)(C)C(C)(C)O2)=[N:36]1.C([O-])([O-])=O.[K+].[K+]. Product: [CH3:20][C:19]1[CH:18]=[CH:17][C:16]([C:21]2[N:25]=[C:24]([CH:26]3[CH2:27][N:28]([C:30]([O:32][CH3:33])=[O:31])[CH2:29]3)[O:23][N:22]=2)=[CH:15][C:14]=1[NH:13][C:11]([C:8]1[N:5]2[CH:6]=[CH:7][C:2]([C:37]3[CH:38]=[CH:39][N:35]([CH3:34])[N:36]=3)=[CH:3][C:4]2=[N:10][CH:9]=1)=[O:12]. The catalyst class is: 455. (5) Reactant: [NH:1]1[CH2:6][CH2:5][NH:4][CH2:3][CH2:2]1.Cl[C:8]1[CH:17]=[CH:16][C:15]2[C:10](=[CH:11][CH:12]=[CH:13][CH:14]=2)[N:9]=1.C(=O)([O-])O.[Na+]. Product: [N:1]1([C:8]2[CH:17]=[CH:16][C:15]3[C:10](=[CH:11][CH:12]=[CH:13][CH:14]=3)[N:9]=2)[CH2:6][CH2:5][NH:4][CH2:3][CH2:2]1. The catalyst class is: 196. (6) Reactant: [CH3:1][C:2]1[N:7]=[C:6]([SH:8])[N:5]=[C:4]([OH:9])[CH:3]=1.C(=O)([O-])[O-].[K+].[K+].[Br:16][C:17]1[CH:22]=[CH:21][CH:20]=[C:19]([CH2:23]Br)[C:18]=1[Cl:25]. Product: [Br:16][C:17]1[C:18]([Cl:25])=[C:19]([CH2:23][S:8][C:6]2[N:5]=[C:4]([OH:9])[CH:3]=[C:2]([CH3:1])[N:7]=2)[CH:20]=[CH:21][CH:22]=1. The catalyst class is: 3.